From a dataset of Forward reaction prediction with 1.9M reactions from USPTO patents (1976-2016). Predict the product of the given reaction. (1) Given the reactants [Cl:1][C:2]1[N:7]=[C:6]([CH3:8])[C:5]([NH2:9])=[CH:4][N:3]=1.N1C=CC=CC=1.[C:16](OC(=O)C)(=[O:18])[CH3:17].O, predict the reaction product. The product is: [Cl:1][C:2]1[N:7]=[C:6]([CH3:8])[C:5]([NH:9][C:16](=[O:18])[CH3:17])=[CH:4][N:3]=1. (2) The product is: [CH:11]([N:1]1[C:9]2[C:4](=[CH:5][CH:6]=[N:7][CH:8]=2)[CH:3]=[CH:2]1)([CH3:13])[CH3:12]. Given the reactants [NH:1]1[C:9]2[C:4](=[CH:5][CH:6]=[N:7][CH:8]=2)[CH:3]=[CH:2]1.I[CH:11]([CH3:13])[CH3:12], predict the reaction product. (3) Given the reactants FC(F)(F)C1C=C(NC(=O)NC2C=CC(C3SC(CCC(OC)=O)=NC=3)=CC=2)C=CC=1.[NH2:32][C:33]1[CH:38]=[CH:37][C:36]([C:39]2[S:43][C:42]([CH2:44][CH2:45][C:46]([CH3:52])([CH3:51])[C:47]([O:49][CH3:50])=[O:48])=[N:41][CH:40]=2)=[CH:35][CH:34]=1.[F:53][C:54]1[CH:59]=[C:58]([F:60])[C:57]([F:61])=[CH:56][C:55]=1[N:62]=[C:63]=[O:64], predict the reaction product. The product is: [CH3:51][C:46]([CH3:52])([CH2:45][CH2:44][C:42]1[S:43][C:39]([C:36]2[CH:35]=[CH:34][C:33]([NH:32][C:63]([NH:62][C:55]3[CH:56]=[C:57]([F:61])[C:58]([F:60])=[CH:59][C:54]=3[F:53])=[O:64])=[CH:38][CH:37]=2)=[CH:40][N:41]=1)[C:47]([O:49][CH3:50])=[O:48]. (4) Given the reactants [Br:1][C:2]1[C:3]([CH:8]=O)=[N:4][N:5]([CH3:7])[CH:6]=1.C(O)(=O)[CH2:11][C:12]([OH:14])=[O:13].N1CCCCC1.Cl, predict the reaction product. The product is: [Br:1][C:2]1[C:3](/[CH:8]=[CH:11]/[C:12]([OH:14])=[O:13])=[N:4][N:5]([CH3:7])[CH:6]=1. (5) Given the reactants [OH:1][C@H:2]1[C@H:6]([CH2:7][OH:8])[NH:5][CH2:4][C@@H:3]1[NH:9][C:10](=[O:12])[CH3:11].[BH3-]C#N.[Na+].[CH:17](=O)[CH2:18][CH2:19][C:20]1[CH:25]=[CH:24][CH:23]=[CH:22][CH:21]=1, predict the reaction product. The product is: [OH:1][C@H:2]1[C@H:6]([CH2:7][OH:8])[N:5]([CH2:17][CH2:18][CH2:19][C:20]2[CH:25]=[CH:24][CH:23]=[CH:22][CH:21]=2)[CH2:4][C@@H:3]1[NH:9][C:10](=[O:12])[CH3:11]. (6) Given the reactants [CH2:1]([O:3][C:4]([N:6]1[CH2:11][CH2:10][CH:9]([C:12]2[C:20]3[C:15](=[CH:16][C:17]([F:21])=[CH:18][CH:19]=3)[NH:14][CH:13]=2)[CH2:8][CH2:7]1)=[O:5])[CH3:2].Br[CH2:23][CH2:24][CH:25]1[O:29][CH2:28][CH2:27][O:26]1, predict the reaction product. The product is: [CH2:1]([O:3][C:4]([N:6]1[CH2:11][CH2:10][CH:9]([C:12]2[C:20]3[C:15](=[CH:16][C:17]([F:21])=[CH:18][CH:19]=3)[N:14]([CH2:23][CH2:24][CH:25]3[O:29][CH2:28][CH2:27][O:26]3)[CH:13]=2)[CH2:8][CH2:7]1)=[O:5])[CH3:2]. (7) Given the reactants [Cl:1][C:2]1[CH:3]=[CH:4][C:5]([CH:18]([F:20])[F:19])=[C:6]([C:8]2[CH:13]=[C:12]([O:14]C)[N:11]=[CH:10][C:9]=2[C:16]#[N:17])[CH:7]=1.Cl.[NH+]1C=CC=CC=1, predict the reaction product. The product is: [Cl:1][C:2]1[CH:3]=[CH:4][C:5]([CH:18]([F:20])[F:19])=[C:6]([C:8]2[C:9]([C:16]#[N:17])=[CH:10][NH:11][C:12](=[O:14])[CH:13]=2)[CH:7]=1. (8) Given the reactants [F:1][C:2]1[CH:3]=[CH:4][C:5]([NH:8][NH2:9])=[N:6][CH:7]=1.[CH3:10][N:11]1[CH2:16][CH2:15][CH2:14][CH2:13][C@H:12]1[C:17](O)=[O:18].C(Cl)CCl.C1C=CC2N(O)N=NC=2C=1.O.N, predict the reaction product. The product is: [F:1][C:2]1[CH:3]=[CH:4][C:5]([NH:8][NH:9][C:17]([C@@H:12]2[CH2:13][CH2:14][CH2:15][CH2:16][N:11]2[CH3:10])=[O:18])=[N:6][CH:7]=1.